From a dataset of Forward reaction prediction with 1.9M reactions from USPTO patents (1976-2016). Predict the product of the given reaction. (1) Given the reactants [F:1][C:2]([F:29])([F:28])[C@@:3]([C:6]1[CH:11]=[CH:10][C:9]([N:12]2[CH2:17][CH2:16][N:15]([S:18]([C:21]3[S:22][CH:23]=[CH:24][CH:25]=3)(=[O:20])=[O:19])[CH2:14][C@H:13]2[CH2:26][OH:27])=[CH:8][CH:7]=1)([OH:5])[CH3:4].FC(F)(F)[C@](C1C=CC(N2CCN(S(C3SC=CC=3)(=O)=O)C[C@@H]2CO)=CC=1)(O)C.FC(F)(F)[C@](C1C=CC(N2CCN(S(C3SC=CC=3)(=O)=O)C[C@H]2CO)=CC=1)(O)C.C(=O)=O, predict the reaction product. The product is: [F:29][C:2]([F:1])([F:28])[C@@:3]([C:6]1[CH:11]=[CH:10][C:9]([N:12]2[CH2:17][CH2:16][N:15]([S:18]([C:21]3[S:22][CH:23]=[CH:24][CH:25]=3)(=[O:19])=[O:20])[CH2:14][C@@H:13]2[CH2:26][OH:27])=[CH:8][CH:7]=1)([OH:5])[CH3:4]. (2) Given the reactants [C:1]([O:13][CH3:14])(=[O:12])[CH2:2][CH2:3][CH2:4][CH2:5][CH2:6][CH2:7][CH2:8][C:9]([O-:11])=O.C(Cl)(=O)C(Cl)=O.[C:21]1([CH2:27][CH2:28][CH2:29][CH2:30]Br)[CH:26]=[CH:25][CH:24]=[CH:23][CH:22]=1.[Mg].C1(CCCCBr)C=CC=CC=1.[Mg].[Cl-].[NH4+], predict the reaction product. The product is: [O:11]=[C:9]([CH2:30][CH2:29][CH2:28][CH2:27][C:21]1[CH:26]=[CH:25][CH:24]=[CH:23][CH:22]=1)[CH2:8][CH2:7][CH2:6][CH2:5][CH2:4][CH2:3][CH2:2][C:1]([O:13][CH3:14])=[O:12]. (3) Given the reactants [CH:1]12[CH2:10][CH:7]([CH2:8][CH2:9]1)[C:6]1[CH:5]=[C:4]([C:11]([O:13][CH2:14][CH3:15])=[O:12])[NH:3][C:2]2=1.[H-].[Na+].Br[CH2:19][C:20]#[N:21].O, predict the reaction product. The product is: [C:20]([CH2:19][N:3]1[C:4]([C:11]([O:13][CH2:14][CH3:15])=[O:12])=[CH:5][C:6]2[CH:7]3[CH2:10][CH:1]([CH2:9][CH2:8]3)[C:2]1=2)#[N:21]. (4) Given the reactants [CH2:1]([O:8][C:9]([NH:11][CH2:12][CH2:13][CH2:14][CH2:15]OS(C)(=O)=O)=[O:10])[C:2]1[CH:7]=[CH:6][CH:5]=[CH:4][CH:3]=1.[CH3:21][NH:22][CH3:23].C(=O)([O-])[O-].[K+].[K+].[I-].[Na+], predict the reaction product. The product is: [CH2:1]([O:8][C:9]([NH:11][CH2:12][CH2:13][CH2:14][CH2:15][N:22]([CH3:23])[CH3:21])=[O:10])[C:2]1[CH:7]=[CH:6][CH:5]=[CH:4][CH:3]=1. (5) Given the reactants C(N(CCC)[C:5]1[CH:10]=[CH:9][C:8]([NH:11][C:12](=[O:27])[C:13]2[CH:18]=[CH:17][C:16]([CH2:19][NH:20][CH2:21][C:22]3[NH:23][CH:24]=[CH:25][N:26]=3)=[CH:15][CH:14]=2)=[CH:7][CH:6]=1)CC.[N:31]1[CH:36]=[CH:35][CH:34]=[CH:33][C:32]=1[CH:37]=O.[C:39]([BH3-])#[N:40].[Na+].[OH-].[Na+], predict the reaction product. The product is: [CH2:6]([N:40]([CH2:39][C:5]1[CH:10]=[CH:9][C:8]([NH:11][C:12](=[O:27])[C:13]2[CH:18]=[CH:17][C:16]([CH2:19][N:20]([CH2:21][C:22]3[NH:23][CH:24]=[CH:25][N:26]=3)[CH2:37][C:32]3[CH:33]=[CH:34][CH:35]=[CH:36][N:31]=3)=[CH:15][CH:14]=2)=[CH:7][CH:6]=1)[CH2:7][CH2:8][CH3:9])[CH2:5][CH3:10]. (6) Given the reactants [OH:1][C:2]1[CH:3]=[C:4]([C:8]([CH3:13])([CH3:12])[C:9](=[O:11])[CH3:10])[CH:5]=[CH:6][CH:7]=1.[CH:14](NC(C)C)(C)[CH3:15].C(I)C.C(=O)([O-])[O-].[K+].[K+], predict the reaction product. The product is: [CH2:14]([O:1][C:2]1[CH:3]=[C:4]([C:8]([CH3:13])([CH3:12])[C:9](=[O:11])[CH3:10])[CH:5]=[CH:6][CH:7]=1)[CH3:15]. (7) Given the reactants FC(F)(F)C(O)=O.[NH2:8][C@H:9]([C:19]1[C:24]([C:25]2[CH:26]=[CH:27][C:28]([F:34])=[C:29]([CH:33]=2)[C:30]([NH2:32])=[O:31])=[CH:23][CH:22]=[CH:21][N:20]=1)[CH2:10][C:11]1[CH:16]=[C:15]([F:17])[CH:14]=[C:13]([F:18])[CH:12]=1.[CH:35]1([C:40]([N:42]2[CH2:46][CH2:45][CH2:44][CH:43]2[C:47](O)=[O:48])=[O:41])[CH2:39][CH2:38][CH2:37][CH2:36]1, predict the reaction product. The product is: [C:30]([C:29]1[CH:33]=[C:25]([C:24]2[C:19]([C@@H:9]([NH:8][C:47]([CH:43]3[CH2:44][CH2:45][CH2:46][N:42]3[C:40]([CH:35]3[CH2:39][CH2:38][CH2:37][CH2:36]3)=[O:41])=[O:48])[CH2:10][C:11]3[CH:12]=[C:13]([F:18])[CH:14]=[C:15]([F:17])[CH:16]=3)=[N:20][CH:21]=[CH:22][CH:23]=2)[CH:26]=[CH:27][C:28]=1[F:34])(=[O:31])[NH2:32]. (8) Given the reactants C[O:2][C@@H:3]([C:5]1[N:6]=[CH:7][N:8]([C:10]2[CH:27]=[C:15]3[C:16]4[C:21]([CH2:22][CH2:23][N:14]3[C:13](=[O:28])[CH2:12][N:11]=2)=[C:20]([C:24]([CH3:26])=[CH2:25])[CH:19]=[CH:18][CH:17]=4)[CH:9]=1)[CH3:4].[CH:29]1([Mg]Br)C[CH2:30]1, predict the reaction product. The product is: [CH:24]1([C:20]2[CH:19]=[CH:18][CH:17]=[C:16]3[C:21]=2[CH2:22][CH2:23][N:14]2[C:13](=[O:28])[CH2:12][N:11]=[C:10]([N:8]4[CH:9]=[C:5]([CH:3]([CH:4]5[CH2:30][CH2:29]5)[OH:2])[N:6]=[CH:7]4)[CH:27]=[C:15]23)[CH2:26][CH2:25]1. (9) The product is: [Cl:1][C:2]1[N:7]=[CH:6][C:5]2[N:8]=[N:9][N:10]([CH2:27][O:26][CH2:25][CH2:24][Si:21]([CH3:23])([CH3:22])[CH3:20])[C:4]=2[CH:3]=1. Given the reactants [Cl:1][C:2]1[N:7]=[CH:6][C:5]2[N:8]=[N:9][NH:10][C:4]=2[CH:3]=1.CCN(C(C)C)C(C)C.[CH3:20][Si:21]([CH2:24][CH2:25][O:26][CH2:27]Cl)([CH3:23])[CH3:22], predict the reaction product.